This data is from Full USPTO retrosynthesis dataset with 1.9M reactions from patents (1976-2016). The task is: Predict the reactants needed to synthesize the given product. (1) Given the product [CH3:28][CH:27]([CH2:26][C@H:25]([OH:30])[CH:17]=[CH:16][C:15]([CH3:19])([CH3:18])[CH3:14])[CH3:29], predict the reactants needed to synthesize it. The reactants are: B(C1CCCCC1)C1CCCCC1.[CH3:14][C:15]([CH3:19])([CH3:18])[C:16]#[CH:17].[Zn](CC)CC.[CH:25](=[O:30])[CH2:26][CH:27]([CH3:29])[CH3:28]. (2) Given the product [F:3][C:4]1[CH:9]=[CH:8][C:7]([C:10]([N:12]2[CH2:17][CH2:16][N:15]3[N:18]=[C:19]([CH2:24][O:25][C:26]4[CH:31]=[CH:30][CH:29]=[CH:28][CH:27]=4)[C:20]([OH:1])=[C:14]3[CH2:13]2)=[O:11])=[CH:6][CH:5]=1, predict the reactants needed to synthesize it. The reactants are: [OH-:1].[Na+].[F:3][C:4]1[CH:9]=[CH:8][C:7]([C:10]([N:12]2[CH2:17][CH2:16][N:15]3[N:18]=[C:19]([CH2:24][O:25][C:26]4[CH:31]=[CH:30][CH:29]=[CH:28][CH:27]=4)[C:20](B(O)O)=[C:14]3[CH2:13]2)=[O:11])=[CH:6][CH:5]=1.OO. (3) The reactants are: [C:1](#[N:3])[CH3:2].[CH2:4]([C@@H:6]1[O:8][CH2:7]1)Cl.[C:9]1([S:15](N)(=[O:17])=[O:16])[CH:14]=[CH:13][CH:12]=[CH:11][CH:10]=1.[C:19](=O)([O-])[O-:20].[Cs+].[Cs+]. Given the product [O:20]1[CH2:19][CH:2]1[CH2:1][N:3]([CH2:4][CH:6]1[CH2:7][O:8]1)[S:15]([C:9]1[CH:14]=[CH:13][CH:12]=[CH:11][CH:10]=1)(=[O:17])=[O:16], predict the reactants needed to synthesize it. (4) Given the product [CH:7]1(/[CH:6]=[C:5](\[C:13]2[CH:18]=[CH:17][C:16]([S:19]([CH:22]([CH3:24])[CH3:23])(=[O:21])=[O:20])=[CH:15][CH:14]=2)/[CH2:4][OH:3])[CH2:8][CH2:9][CH2:10][CH2:11][CH2:12]1, predict the reactants needed to synthesize it. The reactants are: C([O:3][C:4](=O)/[C:5](/[C:13]1[CH:18]=[CH:17][C:16]([S:19]([CH:22]([CH3:24])[CH3:23])(=[O:21])=[O:20])=[CH:15][CH:14]=1)=[CH:6]/[CH:7]1[CH2:12][CH2:11][CH2:10][CH2:9][CH2:8]1)C.CC(C[AlH]CC(C)C)C.C1(C)C=CC=CC=1. (5) The reactants are: [CH2:1]([N:3]([CH2:6][C:7]1[S:11][C:10]([C:12]2[O:16][N:15]=[C:14]([C:17]3[CH:22]=[CH:21][C:20]([CH2:23][CH2:24][NH2:25])=[CH:19][CH:18]=3)[N:13]=2)=[CH:9][C:8]=1[CH3:26])[CH2:4][CH3:5])[CH3:2].[C:27]([O:31][C:32]([N:34]([CH2:36][C:37]([OH:39])=[O:38])[CH3:35])=[O:33])([CH3:30])([CH3:29])[CH3:28].C(O)(C(F)(F)F)=O. Given the product [C:27]([O:31][C:32](=[O:33])[N:34]([CH2:36][C:37](=[O:38])[NH:25][CH2:24][CH2:23][C:20]1[CH:19]=[CH:18][C:17]([C:14]2[N:13]=[C:12]([C:10]3[S:11][C:7]([CH2:6][N:3]([CH2:4][CH3:5])[CH2:1][CH3:2])=[C:8]([CH3:26])[CH:9]=3)[O:16][N:15]=2)=[CH:22][CH:21]=1)[CH3:35])([CH3:30])([CH3:28])[CH3:29].[CH2:1]([N:3]([CH2:6][C:7]1[S:11][C:10]([C:12]2[O:16][N:15]=[C:14]([C:17]3[CH:18]=[CH:19][C:20]([CH2:23][CH2:24][NH:25][C:37](=[O:39])[CH2:36][NH:34][CH3:35])=[CH:21][CH:22]=3)[N:13]=2)=[CH:9][C:8]=1[CH3:26])[CH2:4][CH3:5])[CH3:2], predict the reactants needed to synthesize it. (6) Given the product [N:8]1[N:7]2[C:2]([N:24]([CH3:25])[C@@H:14]3[C@H:13]([CH3:12])[CH2:18][CH2:17][N:16]([C:19](=[O:23])[CH2:20][C:21]#[N:22])[CH2:15]3)=[CH:3][CH:4]=[N:5][C:6]2=[N:10][CH:9]=1, predict the reactants needed to synthesize it. The reactants are: Cl[C:2]1[N:7]2[N:8]=[CH:9][N:10]=[C:6]2[N:5]=[CH:4][CH:3]=1.Cl.[CH3:12][C@@H:13]1[CH2:18][CH2:17][N:16]([C:19](=[O:23])[CH2:20][C:21]#[N:22])[CH2:15][C@@H:14]1[NH:24][CH3:25].C(=O)([O-])O.[Na+].O.